Task: Predict the reactants needed to synthesize the given product.. Dataset: Full USPTO retrosynthesis dataset with 1.9M reactions from patents (1976-2016) (1) Given the product [NH2:19][C:15]1[N:14]=[C:13]([C:12]2[S:11][C:10]([C:20]([CH3:21])([CH3:23])[CH3:22])=[N:9][C:8]=2[C:4]2[C:3]([F:24])=[C:2]([NH:1][S:30]([C:26]3[O:25][CH:29]=[CH:28][CH:27]=3)(=[O:32])=[O:31])[CH:7]=[CH:6][CH:5]=2)[CH:18]=[CH:17][N:16]=1, predict the reactants needed to synthesize it. The reactants are: [NH2:1][C:2]1[C:3]([F:24])=[C:4]([C:8]2[N:9]=[C:10]([C:20]([CH3:23])([CH3:22])[CH3:21])[S:11][C:12]=2[C:13]2[CH:18]=[CH:17][N:16]=[C:15]([NH2:19])[N:14]=2)[CH:5]=[CH:6][CH:7]=1.[O:25]1[CH:29]=[CH:28][CH:27]=[C:26]1[S:30](Cl)(=[O:32])=[O:31]. (2) Given the product [Tb+3:83].[C:41]([C:25]1[N:24]=[C:23]([CH2:22][N:19]2[CH2:18][CH2:17][N:16]([CH2:46][C:47]3[CH:48]=[C:49]([C:58]4[C:63]([O:64][CH3:65])=[CH:62][C:61]([O:66][CH3:67])=[CH:60][C:59]=4[O:68][CH3:69])[CH:50]=[C:51]([C:53]([OH:55])=[O:54])[N:52]=3)[CH2:15][CH2:14][N:13]([CH2:12][C:10]3[N:11]=[C:6]([C:4]([OH:5])=[O:3])[CH:7]=[C:8]([C:70]4[C:71]([O:80][CH3:81])=[CH:72][C:73]([O:78][CH3:79])=[CH:74][C:75]=4[O:76][CH3:77])[CH:9]=3)[CH2:21][CH2:20]2)[CH:28]=[C:27]([C:29]2[C:30]([O:39][CH3:40])=[CH:31][C:32]([O:37][CH3:38])=[CH:33][C:34]=2[O:35][CH3:36])[CH:26]=1)([OH:43])=[O:42], predict the reactants needed to synthesize it. The reactants are: C([O:3][C:4]([C:6]1[N:11]=[C:10]([CH2:12][N:13]2[CH2:21][CH2:20][N:19]([CH2:22][C:23]3[CH:28]=[C:27]([C:29]4[C:34]([O:35][CH3:36])=[CH:33][C:32]([O:37][CH3:38])=[CH:31][C:30]=4[O:39][CH3:40])[CH:26]=[C:25]([C:41]([O:43]CC)=[O:42])[N:24]=3)[CH2:18][CH2:17][N:16]([CH2:46][C:47]3[N:52]=[C:51]([C:53]([O:55]CC)=[O:54])[CH:50]=[C:49]([C:58]4[C:63]([O:64][CH3:65])=[CH:62][C:61]([O:66][CH3:67])=[CH:60][C:59]=4[O:68][CH3:69])[CH:48]=3)[CH2:15][CH2:14]2)[CH:9]=[C:8]([C:70]2[C:75]([O:76][CH3:77])=[CH:74][C:73]([O:78][CH3:79])=[CH:72][C:71]=2[O:80][CH3:81])[CH:7]=1)=[O:5])C.[Cl-].[Tb+3:83].[Cl-].[Cl-]. (3) Given the product [F:8][C:6]1[CH:5]=[C:4](/[CH:9]=[CH:10]/[C:11]([NH:24][C:23]2[CH:25]=[CH:26][CH:27]=[C:21]([C:18]3[N:19]([CH3:20])[C:15]([CH3:14])=[N:16][CH:17]=3)[CH:22]=2)=[O:13])[CH:3]=[C:2]([F:1])[CH:7]=1, predict the reactants needed to synthesize it. The reactants are: [F:1][C:2]1[CH:3]=[C:4]([CH:9]=[CH:10][C:11]([OH:13])=O)[CH:5]=[C:6]([F:8])[CH:7]=1.[CH3:14][C:15]1[N:19]([CH3:20])[C:18]([C:21]2[CH:22]=[C:23]([CH:25]=[CH:26][CH:27]=2)[NH2:24])=[CH:17][N:16]=1. (4) The reactants are: [N:1]([CH:4]([CH2:13][CH3:14])[C:5]([C:7]1[CH:8]=[N:9][CH:10]=[CH:11][CH:12]=1)=[O:6])=[N+]=[N-].[C:15]([O:19][C:20](O[C:20]([O:19][C:15]([CH3:18])([CH3:17])[CH3:16])=[O:21])=[O:21])([CH3:18])([CH3:17])[CH3:16]. Given the product [C:15]([O:19][C:20]([NH:1][CH:4]([CH2:13][CH3:14])[C:5]([C:7]1[CH:8]=[N:9][CH:10]=[CH:11][CH:12]=1)=[O:6])=[O:21])([CH3:18])([CH3:17])[CH3:16], predict the reactants needed to synthesize it. (5) Given the product [OH:1][C:2]1[C:3]([CH3:18])=[C:4]2[C:9](=[C:10]([CH3:13])[C:11]=1[CH3:12])[O:8][C:7]([CH3:17])([C:14]([NH:31][CH2:32][CH2:33][CH2:34][N:35]1[CH2:39][CH2:38][CH2:37][C:36]1=[O:40])=[O:16])[CH2:6][CH2:5]2, predict the reactants needed to synthesize it. The reactants are: [OH:1][C:2]1[C:3]([CH3:18])=[C:4]2[C:9](=[C:10]([CH3:13])[C:11]=1[CH3:12])[O:8][C:7]([CH3:17])([C:14]([OH:16])=O)[CH2:6][CH2:5]2.C1N=CN(C(N2C=NC=C2)=O)C=1.[NH2:31][CH2:32][CH2:33][CH2:34][N:35]1[CH2:39][CH2:38][CH2:37][C:36]1=[O:40]. (6) Given the product [O:45]1[CH2:46][CH:47]=[C:48]([C:18]2[N:17]=[C:16]([NH:15][C:13]([NH:12][C:7]3[C:6]4[C:11](=[C:2]([F:1])[CH:3]=[CH:4][CH:5]=4)[N:10]=[CH:9][CH:8]=3)=[O:14])[CH:21]=[CH:20][CH:19]=2)[CH2:49][CH2:50]1, predict the reactants needed to synthesize it. The reactants are: [F:1][C:2]1[CH:3]=[CH:4][CH:5]=[C:6]2[C:11]=1[N:10]=[CH:9][CH:8]=[C:7]2[NH:12][C:13]([NH:15][C:16]1[CH:21]=[CH:20][CH:19]=[C:18](I)[N:17]=1)=[O:14].CC1(C)C(C)(C)OB(C2CCN(C(OC(C)(C)C)=O)CC=2)O1.[O:45]1[CH2:50][CH:49]=[C:48](B2OC(C)(C)C(C)(C)O2)[CH2:47][CH2:46]1. (7) The reactants are: C(OC(=O)[NH:7][C:8]1[CH:13]=[CH:12][N:11]([CH2:14][CH2:15][CH:16]([F:38])[CH2:17][N:18]2[CH:22]=[C:21]([C:23](=[O:37])[NH:24][CH2:25][C:26]3[CH:31]=[CH:30][CH:29]=[C:28]([O:32][C:33]([F:36])([F:35])[F:34])[CH:27]=3)[N:20]=[N:19]2)[C:10](=[O:39])[C:9]=1[F:40])(C)(C)C.FC(F)(F)C(O)=O. Given the product [NH2:7][C:8]1[CH:13]=[CH:12][N:11]([CH2:14][CH2:15][CH:16]([F:38])[CH2:17][N:18]2[CH:22]=[C:21]([C:23]([NH:24][CH2:25][C:26]3[CH:31]=[CH:30][CH:29]=[C:28]([O:32][C:33]([F:34])([F:35])[F:36])[CH:27]=3)=[O:37])[N:20]=[N:19]2)[C:10](=[O:39])[C:9]=1[F:40], predict the reactants needed to synthesize it.